From a dataset of NCI-60 drug combinations with 297,098 pairs across 59 cell lines. Regression. Given two drug SMILES strings and cell line genomic features, predict the synergy score measuring deviation from expected non-interaction effect. (1) Drug 1: CC(C)(C#N)C1=CC(=CC(=C1)CN2C=NC=N2)C(C)(C)C#N. Cell line: SK-MEL-28. Drug 2: COCCOC1=C(C=C2C(=C1)C(=NC=N2)NC3=CC=CC(=C3)C#C)OCCOC.Cl. Synergy scores: CSS=-2.23, Synergy_ZIP=-0.245, Synergy_Bliss=-2.19, Synergy_Loewe=-3.72, Synergy_HSA=-3.63. (2) Drug 1: C(=O)(N)NO. Drug 2: CC1CCCC2(C(O2)CC(NC(=O)CC(C(C(=O)C(C1O)C)(C)C)O)C(=CC3=CSC(=N3)C)C)C. Cell line: SK-OV-3. Synergy scores: CSS=33.4, Synergy_ZIP=3.55, Synergy_Bliss=0.259, Synergy_Loewe=-37.9, Synergy_HSA=-2.82. (3) Drug 1: C1=NC(=NC(=O)N1C2C(C(C(O2)CO)O)O)N. Drug 2: C1=CN(C=N1)CC(O)(P(=O)(O)O)P(=O)(O)O. Cell line: NCI-H522. Synergy scores: CSS=29.1, Synergy_ZIP=-7.70, Synergy_Bliss=-0.476, Synergy_Loewe=-3.83, Synergy_HSA=0.205. (4) Drug 1: C1C(C(OC1N2C=NC3=C(N=C(N=C32)Cl)N)CO)O. Drug 2: CCN(CC)CCNC(=O)C1=C(NC(=C1C)C=C2C3=C(C=CC(=C3)F)NC2=O)C. Cell line: NCI-H522. Synergy scores: CSS=13.4, Synergy_ZIP=-7.20, Synergy_Bliss=-1.81, Synergy_Loewe=-13.3, Synergy_HSA=-2.38. (5) Drug 1: CC1=C2C(C(=O)C3(C(CC4C(C3C(C(C2(C)C)(CC1OC(=O)C(C(C5=CC=CC=C5)NC(=O)OC(C)(C)C)O)O)OC(=O)C6=CC=CC=C6)(CO4)OC(=O)C)O)C)O. Drug 2: CC1CCC2CC(C(=CC=CC=CC(CC(C(=O)C(C(C(=CC(C(=O)CC(OC(=O)C3CCCCN3C(=O)C(=O)C1(O2)O)C(C)CC4CCC(C(C4)OC)OCCO)C)C)O)OC)C)C)C)OC. Cell line: HCC-2998. Synergy scores: CSS=10.3, Synergy_ZIP=2.71, Synergy_Bliss=8.16, Synergy_Loewe=8.72, Synergy_HSA=7.65. (6) Drug 1: C1CCC(CC1)NC(=O)N(CCCl)N=O. Drug 2: CN(C)C1=NC(=NC(=N1)N(C)C)N(C)C. Cell line: BT-549. Synergy scores: CSS=11.9, Synergy_ZIP=-3.93, Synergy_Bliss=7.68, Synergy_Loewe=-3.57, Synergy_HSA=2.73. (7) Drug 1: C1C(C(OC1N2C=NC3=C(N=C(N=C32)Cl)N)CO)O. Drug 2: CC1=C(C(CCC1)(C)C)C=CC(=CC=CC(=CC(=O)O)C)C. Cell line: RXF 393. Synergy scores: CSS=8.69, Synergy_ZIP=-5.22, Synergy_Bliss=-3.25, Synergy_Loewe=-0.732, Synergy_HSA=0.00756.